From a dataset of Catalyst prediction with 721,799 reactions and 888 catalyst types from USPTO. Predict which catalyst facilitates the given reaction. (1) Reactant: [CH3:1][O:2][C:3]([C:5]1[S:6][C:7]([S:21][CH3:22])=[C:8]([S:10]([C:13]2[CH:14]=[N:15][C:16](Cl)=[C:17]([Br:19])[CH:18]=2)(=[O:12])=[O:11])[CH:9]=1)=[O:4].[NH2:23][CH2:24][C:25]1[CH:26]=[N:27][CH:28]=[CH:29][CH:30]=1. Product: [CH3:1][O:2][C:3]([C:5]1[S:6][C:7]([S:21][CH3:22])=[C:8]([S:10]([C:13]2[CH:14]=[N:15][C:16]([NH:23][CH2:24][C:25]3[CH:26]=[N:27][CH:28]=[CH:29][CH:30]=3)=[C:17]([Br:19])[CH:18]=2)(=[O:12])=[O:11])[CH:9]=1)=[O:4]. The catalyst class is: 25. (2) Reactant: O[CH:2]=[C:3]1[C:11]2[C:6](=[CH:7][C:8]([C:12]([C:14]3[CH:15]=[C:16]([NH:20][C:21]([C:23]4[CH:27]=[C:26]([CH2:28][CH3:29])[N:25]([CH3:30])[N:24]=4)=[O:22])[CH:17]=[CH:18][CH:19]=3)=[O:13])=[CH:9][CH:10]=2)[NH:5][C:4]1=[O:31].[CH3:32][N:33]1[CH2:38][CH2:37][N:36]([C:39]2[CH:44]=[CH:43][C:42]([NH2:45])=[CH:41][CH:40]=2)[CH2:35][CH2:34]1. Product: [CH3:32][N:33]1[CH2:34][CH2:35][N:36]([C:39]2[CH:44]=[CH:43][C:42]([NH:45][CH:2]=[C:3]3[C:11]4[C:6](=[CH:7][C:8]([C:12]([C:14]5[CH:15]=[C:16]([NH:20][C:21]([C:23]6[CH:27]=[C:26]([CH2:28][CH3:29])[N:25]([CH3:30])[N:24]=6)=[O:22])[CH:17]=[CH:18][CH:19]=5)=[O:13])=[CH:9][CH:10]=4)[NH:5][C:4]3=[O:31])=[CH:41][CH:40]=2)[CH2:37][CH2:38]1. The catalyst class is: 1. (3) Product: [S:33]([C:27]1[CH:26]=[CH:25][C:30]([CH2:31][N:32]2[C:9](=[O:11])[CH2:8][S:7][C:6]2=[S:12])=[CH:29][CH:28]=1)(=[O:34])(=[O:35])[NH2:36]. Reactant: C(CS[C:6](=[S:12])[S:7][CH2:8][C:9]([OH:11])=O)(O)=O.C(N1C=CN=C1)(N1C=CN=C1)=O.[CH:25]1[C:30]([CH2:31][NH2:32])=[CH:29][CH:28]=[C:27]([S:33]([NH2:36])(=[O:35])=[O:34])[CH:26]=1.Cl.C(N(CC)C(C)C)(C)C.Cl. The catalyst class is: 7. (4) Reactant: [N+:1]([O-:4])(O)=[O:2].[F:5][C:6]1[CH:7]=[C:8]([OH:12])[CH:9]=[N:10][CH:11]=1.S(=O)(=O)(O)O.[OH-].[Na+].Cl. Product: [F:5][C:6]1[CH:7]=[C:8]([OH:12])[C:9]([N+:1]([O-:4])=[O:2])=[N:10][CH:11]=1. The catalyst class is: 6. (5) Reactant: [Br:1][C:2]1[CH:3]=[N:4][C:5]([N:8]([CH3:24])[C@H:9]2[CH2:14][CH2:13][C@H:12]([C:15]#[C:16][CH2:17][CH2:18]OS(C)(=O)=O)[CH2:11][CH2:10]2)=[N:6][CH:7]=1.[CH3:25][NH:26][CH3:27]. Product: [Br:1][C:2]1[CH:3]=[N:4][C:5]([N:8]([C@H:9]2[CH2:14][CH2:13][C@H:12]([C:15]#[C:16][CH2:17][CH2:18][N:26]([CH3:27])[CH3:25])[CH2:11][CH2:10]2)[CH3:24])=[N:6][CH:7]=1. The catalyst class is: 5. (6) Reactant: FC(F)(F)C([O-])=O.[Br:8][C:9]1[CH:30]=[CH:29][C:12]([CH2:13][C:14]2[CH:15]=[N:16][C:17]3[N:18]([N:20]=[CH:21][C:22]=3[C:23]([NH:25][CH2:26][CH2:27][NH3+:28])=[O:24])[CH:19]=2)=[CH:11][CH:10]=1.[C:31](O)(=[O:34])[CH2:32][OH:33].CN(C(ON1N=NC2C=CC=CC1=2)=[N+](C)C)C.[B-](F)(F)(F)F.C(N(CC)CC)C. Product: [Br:8][C:9]1[CH:10]=[CH:11][C:12]([CH2:13][C:14]2[CH:15]=[N:16][C:17]3[N:18]([N:20]=[CH:21][C:22]=3[C:23]([NH:25][CH2:26][CH2:27][NH:28][C:32](=[O:33])[CH2:31][OH:34])=[O:24])[CH:19]=2)=[CH:29][CH:30]=1. The catalyst class is: 3. (7) Reactant: [Cl:1][C:2]1[C:11]2[C:6](=[CH:7][C:8]([OH:14])=[C:9]([O:12][CH3:13])[CH:10]=2)[N:5]=[CH:4][N:3]=1. Product: [Cl:1][C:2]1[C:11]2[C:6](=[CH:7][C:8]([O:14][CH2:8][CH2:9][O:12][CH3:13])=[C:9]([O:12][CH3:13])[CH:10]=2)[N:5]=[CH:4][N:3]=1. The catalyst class is: 141.